From a dataset of Catalyst prediction with 721,799 reactions and 888 catalyst types from USPTO. Predict which catalyst facilitates the given reaction. (1) Reactant: [CH2:1]([O:3][C:4]([C:6]1[C:7](=[O:23])[C:8]2[C:13]([C:14]=1[C:15]1[CH:20]=[CH:19][CH:18]=[CH:17][CH:16]=1)=[CH:12][CH:11]=[C:10]([CH2:21]Br)[CH:9]=2)=[O:5])[CH3:2].N1C=CC=CC=1.[NH:30]1[CH2:35][CH2:34][O:33][CH2:32][CH2:31]1. Product: [CH2:1]([O:3][C:4]([C:6]1[C:7](=[O:23])[C:8]2[C:13]([C:14]=1[C:15]1[CH:20]=[CH:19][CH:18]=[CH:17][CH:16]=1)=[CH:12][CH:11]=[C:10]([CH2:21][N:30]1[CH2:35][CH2:34][O:33][CH2:32][CH2:31]1)[CH:9]=2)=[O:5])[CH3:2]. The catalyst class is: 9. (2) Reactant: [F:1][C:2]1[CH:7]=[CH:6][CH:5]=[C:4](/[CH:8]=[CH:9]/[C:10]2[CH:15]=[CH:14][C:13]([N+:16]([O-])=O)=[CH:12][CH:11]=2)[CH:3]=1. Product: [F:1][C:2]1[CH:3]=[C:4]([CH2:8][CH2:9][C:10]2[CH:11]=[CH:12][C:13]([NH2:16])=[CH:14][CH:15]=2)[CH:5]=[CH:6][CH:7]=1. The catalyst class is: 45. (3) Reactant: [Cl:1][C:2]1[CH:7]=[CH:6][CH:5]=[C:4](F)[N:3]=1.C(=O)([O-])[O-].[Cs+].[Cs+].[NH2:15][C:16]1[O:17][CH2:18][C@@:19]2([N:41]=1)[C:32]1[CH:31]=[C:30]([C:33]3[CH2:34][CH2:35][O:36][CH2:37][CH:38]=3)[CH:29]=[C:28]([F:39])[C:27]=1[O:26][C:25]1[C:20]2=[CH:21][C:22]([OH:40])=[CH:23][CH:24]=1. Product: [Cl:1][C:2]1[N:3]=[C:4]([O:40][C:22]2[CH:21]=[C:20]3[C:25]([O:26][C:27]4[C:28]([F:39])=[CH:29][C:30]([C:33]5[CH2:34][CH2:35][O:36][CH2:37][CH:38]=5)=[CH:31][C:32]=4[C@@:19]43[CH2:18][O:17][C:16]([NH2:15])=[N:41]4)=[CH:24][CH:23]=2)[CH:5]=[CH:6][CH:7]=1. The catalyst class is: 3.